This data is from Reaction yield outcomes from USPTO patents with 853,638 reactions. The task is: Predict the reaction yield, written as a fraction of the theoretical maximum amount of product (1.0 means a 100% yield; for example, 0.34 means a 34% yield). (1) The yield is 0.500. The product is [Br:1][C:2]1[CH:3]=[C:4]([CH:8]([CH3:9])[CH2:29][N:26]2[CH2:27][CH2:28][N:23]([C:19]3[CH:18]=[CH:17][CH:16]=[C:38]4[C:20]=3[CH:21]=[CH:22][C:13]([CH3:12])=[N:39]4)[CH2:24][CH2:25]2)[CH:5]=[CH:6][CH:7]=1. The reactants are [Br:1][C:2]1[CH:3]=[C:4]([CH2:8][C:9](=O)C)[CH:5]=[CH:6][CH:7]=1.[CH3:12][C:13]1[CH:22]=[CH:21][C:20]2C(=[CH:16][CH:17]=[CH:18][C:19]=2[N:23]2[CH2:28][CH2:27][N:26]([CH2:29]CC3C=C(C=CC=3)N)[CH2:25][CH2:24]2)N=1.[C:38]([BH3-])#[N:39].[Na+]. The catalyst is CO.[Cl-].[Zn+2].[Cl-]. (2) The product is [C:12]([O:11][C:9](=[O:10])[NH:22][C:18]1[CH:19]=[CH:20][CH:21]=[C:16]([NH2:23])[CH:17]=1)([CH3:13])([CH3:14])[CH3:15]. The catalyst is ClCCl. The reactants are O([C:9]([O:11][C:12]([CH3:15])([CH3:14])[CH3:13])=[O:10])[C:9]([O:11][C:12]([CH3:15])([CH3:14])[CH3:13])=[O:10].[C:16]1([NH2:23])[CH:21]=[CH:20][CH:19]=[C:18]([NH2:22])[CH:17]=1. The yield is 0.450. (3) The reactants are [C:1]([O:5][C:6](=[O:12])[CH2:7][NH:8][CH2:9][CH2:10][OH:11])([CH3:4])([CH3:3])[CH3:2].[C:13]([O:28][C@H:29]([CH2:34][CH2:35][CH2:36][CH2:37][CH2:38][CH2:39][CH2:40][CH2:41][CH2:42][CH2:43][CH3:44])[CH2:30][C:31](O)=[O:32])(=[O:27])[CH2:14][CH2:15][CH2:16][CH2:17][CH2:18][CH2:19][CH2:20][CH2:21][CH2:22][CH2:23][CH2:24][CH2:25][CH3:26]. The catalyst is C(Cl)CCl. The product is [C:1]([O:5][C:6](=[O:12])[CH2:7][N:8]([CH2:9][CH2:10][OH:11])[C:31](=[O:32])[CH2:30][C@H:29]([O:28][C:13](=[O:27])[CH2:14][CH2:15][CH2:16][CH2:17][CH2:18][CH2:19][CH2:20][CH2:21][CH2:22][CH2:23][CH2:24][CH2:25][CH3:26])[CH2:34][CH2:35][CH2:36][CH2:37][CH2:38][CH2:39][CH2:40][CH2:41][CH2:42][CH2:43][CH3:44])([CH3:4])([CH3:2])[CH3:3]. The yield is 0.510. (4) The reactants are CC[C@H]1[C@H]2C[C@H]([C@H](OC3C4C(=CC=CC=4)C(O[C@H](C4C=CN=C5C=4C=C(OC)C=C5)[C@@H]4N5C[C@H](CC)[C@@H](CC5)C4)=NN=3)C3C=CN=C4C=3C=C([O:22]C)C=C4)N(CC2)C1.[CH:59]([C:61]1[CH:62]=[C:63]([CH:69]([CH2:76][CH3:77])[CH2:70][C:71]([O:73][CH2:74][CH3:75])=[O:72])[CH:64]=[C:65]([F:68])[C:66]=1[F:67])=[CH2:60].S([O-])([O-])=O.[Na+].[Na+].[OH2:84]. The catalyst is CC(O)(C)C. The product is [OH:84][C@@H:59]([C:61]1[CH:62]=[C:63]([CH:69]([CH2:76][CH3:77])[CH2:70][C:71]([O:73][CH2:74][CH3:75])=[O:72])[CH:64]=[C:65]([F:68])[C:66]=1[F:67])[CH2:60][OH:22]. The yield is 0.920. (5) The reactants are [C:1]([C:5]1[CH:6]=[C:7]2[C:12](=[C:13]([F:15])[CH:14]=1)[C:11](=[O:16])[N:10]([C:17]1[N:24]=[CH:23][CH:22]=[C:21]([C:25]3[CH:30]=[C:29]([NH:31][C:32]4[CH:41]=[C:35]5[CH2:36][N:37]([CH3:40])[CH2:38][CH2:39][N:34]5[N:33]=4)[C:28](=[O:42])[N:27]([CH3:43])[N:26]=3)[C:18]=1[CH:19]=[O:20])[N:9]=[CH:8]2)([CH3:4])([CH3:3])[CH3:2].[BH4-].[Na+]. The catalyst is CO. The product is [C:1]([C:5]1[CH:6]=[C:7]2[C:12](=[C:13]([F:15])[CH:14]=1)[C:11](=[O:16])[N:10]([C:17]1[C:18]([CH2:19][OH:20])=[C:21]([C:25]3[CH:30]=[C:29]([NH:31][C:32]4[CH:41]=[C:35]5[CH2:36][N:37]([CH3:40])[CH2:38][CH2:39][N:34]5[N:33]=4)[C:28](=[O:42])[N:27]([CH3:43])[N:26]=3)[CH:22]=[CH:23][N:24]=1)[N:9]=[CH:8]2)([CH3:4])([CH3:2])[CH3:3]. The yield is 0.210. (6) The reactants are [NH2:1][CH:2]1[CH2:7][CH2:6][N:5]([CH2:8][CH:9]2[N:19]3[C:20]4[N:11]([C:12](=[O:22])[CH:13]=[CH:14][C:15]=4[N:16]=[CH:17][C:18]3=[O:21])[CH2:10]2)[CH2:4][CH2:3]1.S([O-])([O-])(=O)=O.[Mg+2].[F:29][C:30]1[CH:31]=[C:32](/[CH:36]=[CH:37]/[CH:38]=O)[CH:33]=[CH:34][CH:35]=1.[BH-](OC(C)=O)(OC(C)=O)OC(C)=O.[Na+]. The catalyst is ClCCl.CO. The product is [F:29][C:30]1[CH:31]=[C:32](/[CH:36]=[CH:37]/[CH2:38][NH:1][CH:2]2[CH2:7][CH2:6][N:5]([CH2:8][CH:9]3[N:19]4[C:20]5[N:11]([C:12](=[O:22])[CH:13]=[CH:14][C:15]=5[N:16]=[CH:17][C:18]4=[O:21])[CH2:10]3)[CH2:4][CH2:3]2)[CH:33]=[CH:34][CH:35]=1. The yield is 0.404.